This data is from Catalyst prediction with 721,799 reactions and 888 catalyst types from USPTO. The task is: Predict which catalyst facilitates the given reaction. (1) Reactant: C[O:2][C:3]1[CH:8]=[CH:7][C:6]([C:9]2([C:16]3[CH:21]=[CH:20][C:19]([O:22]C)=[CH:18][CH:17]=3)[CH2:11][CH:10]2[CH2:12][CH2:13][CH2:14][CH3:15])=[CH:5][CH:4]=1.B(Br)(Br)Br. Product: [OH:2][C:3]1[CH:4]=[CH:5][C:6]([C:9]2([C:16]3[CH:17]=[CH:18][C:19]([OH:22])=[CH:20][CH:21]=3)[CH2:11][CH:10]2[CH2:12][CH2:13][CH2:14][CH3:15])=[CH:7][CH:8]=1. The catalyst class is: 2. (2) Reactant: Br[CH2:2][C:3]1[NH:8][C:7]([C:9]2[S:10][CH:11]=[CH:12][N:13]=2)=[N:6][CH:5]([C:14]2[CH:19]=[CH:18][C:17]([Cl:20])=[CH:16][C:15]=2[Cl:21])[C:4]=1[C:22]([O:24][CH2:25][CH3:26])=[O:23].C([O-])([O-])=O.[K+].[K+].[NH:33]1[CH2:38][CH2:37][S:36](=[O:40])(=[O:39])[CH2:35][C@H:34]1[C:41]([OH:43])=[O:42]. Product: [Cl:21][C:15]1[CH:16]=[C:17]([Cl:20])[CH:18]=[CH:19][C:14]=1[CH:5]1[N:6]=[C:7]([C:9]2[S:10][CH:11]=[CH:12][N:13]=2)[NH:8][C:3]([CH2:2][N:33]2[CH2:38][CH2:37][S:36](=[O:39])(=[O:40])[CH2:35][C@H:34]2[C:41]([OH:43])=[O:42])=[C:4]1[C:22]([O:24][CH2:25][CH3:26])=[O:23]. The catalyst class is: 8. (3) Reactant: [CH3:1][C:2]1[C:3]([CH2:14][S@:15]([C:17]2[NH:18][C:19]3[CH:25]=[CH:24][CH:23]=[CH:22][C:20]=3[N:21]=2)=[O:16])=[N:4][CH:5]=[CH:6][C:7]=1[O:8][CH2:9][C:10]([F:13])([F:12])[F:11].[C:26](=[O:35])([O:31][CH:32]([CH3:34])[CH3:33])[O:27][CH:28](I)[CH3:29].C(=O)([O-])[O-].[Cs+].[Cs+]. Product: [C:26](=[O:35])([O:27][CH:28]([N:21]1[C:20]2[CH:22]=[CH:23][CH:24]=[CH:25][C:19]=2[N:18]=[C:17]1[S@@:15]([CH2:14][C:3]1[C:2]([CH3:1])=[C:7]([O:8][CH2:9][C:10]([F:13])([F:11])[F:12])[CH:6]=[CH:5][N:4]=1)=[O:16])[CH3:29])[O:31][CH:32]([CH3:34])[CH3:33]. The catalyst class is: 21. (4) Reactant: [N+:1]([C:4]1[CH:12]=[C:11]2[C:7]([CH2:8][N:9]([C:14]([O:16][C:17]([CH3:20])([CH3:19])[CH3:18])=[O:15])[C:10]2=[O:13])=[CH:6][CH:5]=1)([O-])=O.[H][H]. Product: [NH2:1][C:4]1[CH:12]=[C:11]2[C:7]([CH2:8][N:9]([C:14]([O:16][C:17]([CH3:20])([CH3:19])[CH3:18])=[O:15])[C:10]2=[O:13])=[CH:6][CH:5]=1. The catalyst class is: 43.